Task: Predict which catalyst facilitates the given reaction.. Dataset: Catalyst prediction with 721,799 reactions and 888 catalyst types from USPTO The catalyst class is: 180. Reactant: [C:1]([C:5]1[CH:6]=[C:7]([C:11]([N:13]([C:26]2[C:31]([N+:32]([O-])=O)=[CH:30][CH:29]=[C:28]([C:35]3[CH:40]=[CH:39][CH:38]=[CH:37][C:36]=3[C:41]([F:44])([F:43])[F:42])[N:27]=2)C(C2N(C)N=C(C(C)(C)C)C=2)=O)=O)[N:8]([CH3:10])[N:9]=1)([CH3:4])([CH3:3])[CH3:2]. Product: [C:1]([C:5]1[CH:6]=[C:7]([C:11]2[NH:32][C:31]3[C:26]([N:13]=2)=[N:27][C:28]([C:35]2[CH:40]=[CH:39][CH:38]=[CH:37][C:36]=2[C:41]([F:43])([F:42])[F:44])=[CH:29][CH:30]=3)[N:8]([CH3:10])[N:9]=1)([CH3:3])([CH3:4])[CH3:2].